Dataset: Full USPTO retrosynthesis dataset with 1.9M reactions from patents (1976-2016). Task: Predict the reactants needed to synthesize the given product. (1) Given the product [NH2:22][C:18]1[CH:17]=[C:16]([CH2:15][NH:14][C:12]([C:10]2[CH:9]=[CH:8][C:3]([C:4]([O:6][CH3:7])=[O:5])=[C:2]([Br:1])[CH:11]=2)=[O:13])[CH:21]=[CH:20][CH:19]=1, predict the reactants needed to synthesize it. The reactants are: [Br:1][C:2]1[CH:11]=[C:10]([C:12]([NH:14][CH2:15][C:16]2[CH:21]=[CH:20][CH:19]=[C:18]([N+:22]([O-])=O)[CH:17]=2)=[O:13])[CH:9]=[CH:8][C:3]=1[C:4]([O:6][CH3:7])=[O:5]. (2) Given the product [NH:5]1[CH2:6][CH2:7][CH:8]([NH:11][C:12]2[O:13][C:14]3[C:15]([CH2:21][OH:22])=[N:16][CH:17]=[CH:18][C:19]=3[N:20]=2)[CH2:9][CH2:10]1, predict the reactants needed to synthesize it. The reactants are: FC(F)(F)C([N:5]1[CH2:10][CH2:9][CH:8]([NH:11][C:12]2[O:13][C:14]3[C:15]([CH2:21][OH:22])=[N:16][CH:17]=[CH:18][C:19]=3[N:20]=2)[CH2:7][CH2:6]1)=O.C(=O)([O-])[O-].[K+].[K+]. (3) Given the product [ClH:31].[F:1][C:2]1[CH:3]=[CH:4][C:5]([CH2:6][N:7]([C:10]2[N:15]=[C:14]([NH:16][CH2:17][C:18]3[CH:23]=[CH:22][C:21]([F:24])=[CH:20][CH:19]=3)[N:13]=[C:12]([NH:25][CH2:26][C:27]#[CH:28])[N:11]=2)[O:8][CH3:9])=[CH:29][CH:30]=1, predict the reactants needed to synthesize it. The reactants are: [F:1][C:2]1[CH:30]=[CH:29][C:5]([CH2:6][N:7]([C:10]2[N:15]=[C:14]([NH:16][CH2:17][C:18]3[CH:23]=[CH:22][C:21]([F:24])=[CH:20][CH:19]=3)[N:13]=[C:12]([NH:25][CH2:26][C:27]#[CH:28])[N:11]=2)[O:8][CH3:9])=[CH:4][CH:3]=1.[ClH:31].C(OCC)C. (4) The reactants are: Br[CH2:2][CH2:3][CH:4]([CH3:6])[CH3:5].BrCC1OC(C(F)(F)F)=CC=1.[F:18][C:19]1[C:20]([F:37])=[CH:21][C:22]2[O:36][CH2:35][C:25]3([C:33]4[C:28](=[CH:29][CH:30]=[CH:31][CH:32]=4)[NH:27][C:26]3=[O:34])[C:23]=2[CH:24]=1.CC1C2C=C3C4(C5C(=CC=CC=5)NC4=O)COC3=CC=2ON=1. Given the product [F:18][C:19]1[C:20]([F:37])=[CH:21][C:22]2[O:36][CH2:35][C:25]3([C:33]4[C:28](=[CH:29][CH:30]=[CH:31][CH:32]=4)[N:27]([CH2:2][CH2:3][CH:4]([CH3:6])[CH3:5])[C:26]3=[O:34])[C:23]=2[CH:24]=1, predict the reactants needed to synthesize it.